From a dataset of Full USPTO retrosynthesis dataset with 1.9M reactions from patents (1976-2016). Predict the reactants needed to synthesize the given product. (1) Given the product [CH2:2]([O:9][C:10]1[CH:19]=[CH:18][CH:17]=[C:16]2[C:11]=1[CH2:12][CH2:13][CH2:14][CH:15]2[C:20]([N:22]([C:29]1[CH:30]=[N:31][C:32]([CH:35]([CH3:37])[CH3:36])=[CH:33][CH:34]=1)[CH2:23][C:24]1[CH:25]=[N:26][N:27]([CH2:39][C:40]2[C:45]([CH3:46])=[CH:44][CH:43]=[CH:42][N:41]=2)[CH:28]=1)=[O:21])[C:3]1[CH:8]=[CH:7][CH:6]=[CH:5][CH:4]=1, predict the reactants needed to synthesize it. The reactants are: Cl.[CH2:2]([O:9][C:10]1[CH:19]=[CH:18][CH:17]=[C:16]2[C:11]=1[CH2:12][CH2:13][CH2:14][CH:15]2[C:20]([N:22]([C:29]1[CH:30]=[N:31][C:32]([CH:35]([CH3:37])[CH3:36])=[CH:33][CH:34]=1)[CH2:23][C:24]1[CH:25]=[N:26][NH:27][CH:28]=1)=[O:21])[C:3]1[CH:8]=[CH:7][CH:6]=[CH:5][CH:4]=1.Cl[CH2:39][C:40]1[C:45]([CH3:46])=[CH:44][CH:43]=[CH:42][N:41]=1. (2) Given the product [CH2:1]([O:8][C:9]1[N:10]=[N:11][C:12]([C:44]([C:46]2[CH:51]=[CH:50][CH:49]=[CH:48][CH:47]=2)=[CH2:45])=[CH:13][C:14]=1[O:15][CH2:16][C:17]1[CH:22]=[CH:21][CH:20]=[CH:19][CH:18]=1)[C:2]1[CH:7]=[CH:6][CH:5]=[CH:4][CH:3]=1, predict the reactants needed to synthesize it. The reactants are: [CH2:1]([O:8][C:9]1[N:10]=[N:11][C:12](Cl)=[CH:13][C:14]=1[O:15][CH2:16][C:17]1[CH:22]=[CH:21][CH:20]=[CH:19][CH:18]=1)[C:2]1[CH:7]=[CH:6][CH:5]=[CH:4][CH:3]=1.O1CCOCC1.C(=O)([O-])[O-].[Cs+].[Cs+].CC1(C)C(C)(C)OB([C:44]([C:46]2[CH:51]=[CH:50][CH:49]=[CH:48][CH:47]=2)=[CH2:45])O1.